Task: Predict the reaction yield, written as a fraction of the theoretical maximum amount of product (1.0 means a 100% yield; for example, 0.34 means a 34% yield).. Dataset: Reaction yield outcomes from USPTO patents with 853,638 reactions (1) The reactants are [NH2:1][C:2]1[C:3]([C:9]([OH:11])=O)=[CH:4][C:5]([F:8])=[N:6][CH:7]=1.[CH:12]([NH2:14])=O. No catalyst specified. The product is [F:8][C:5]1[N:6]=[CH:7][C:2]2[N:1]=[CH:12][NH:14][C:9](=[O:11])[C:3]=2[CH:4]=1. The yield is -0.200. (2) The reactants are C([O-])(=O)C.[K+].Br[C:7]1[CH:21]=[CH:20][C:10]([O:11][CH2:12][CH2:13][C:14]2[CH:19]=[CH:18][N:17]=[CH:16][CH:15]=2)=[CH:9][CH:8]=1.[CH3:22][C:23]1([CH3:39])[C:27]([CH3:29])([CH3:28])[O:26][B:25]([B:25]2[O:26][C:27]([CH3:29])([CH3:28])[C:23]([CH3:39])([CH3:22])[O:24]2)[O:24]1. The catalyst is O1CCOCC1.C(OCC)(=O)C.O.Cl[Pd]Cl.C1(P(C2C=CC=CC=2)[C-]2C=CC=C2)C=CC=CC=1.[C-]1(P(C2C=CC=CC=2)C2C=CC=CC=2)C=CC=C1.[Fe+2]. The product is [CH3:22][C:23]1([CH3:39])[C:27]([CH3:29])([CH3:28])[O:26][B:25]([C:7]2[CH:21]=[CH:20][C:10]([O:11][CH2:12][CH2:13][C:14]3[CH:19]=[CH:18][N:17]=[CH:16][CH:15]=3)=[CH:9][CH:8]=2)[O:24]1. The yield is 0.853. (3) The reactants are [O:1]=[C:2]1[CH2:6][CH2:5][CH2:4][CH:3]1[C:7]([O:9][CH3:10])=[O:8].[N:11]([C:18]([O:20][CH2:21][CH3:22])=[O:19])=[N:12][C:13]([O:15][CH2:16][CH3:17])=[O:14]. The catalyst is C1(C)C=CC=CC=1. The product is [CH2:16]([O:15][C:13]([N:12]([C:3]1([C:7]([O:9][CH3:10])=[O:8])[CH2:4][CH2:5][CH2:6][C:2]1=[O:1])[NH:11][C:18]([O:20][CH2:21][CH3:22])=[O:19])=[O:14])[CH3:17]. The yield is 0.920.